From a dataset of Catalyst prediction with 721,799 reactions and 888 catalyst types from USPTO. Predict which catalyst facilitates the given reaction. (1) Reactant: [OH:1][C:2]1[CH:9]([NH:10][C:11]([CH3:13])=[O:12])[S:8][C@H:7]2[N:4]([C:5](=[O:20])[C@H:6]2[C:14]2[CH:19]=[CH:18][CH:17]=[CH:16][CH:15]=2)[C:3]=1[C:21]([O:23][CH:24]([C:31]1[CH:36]=[CH:35][CH:34]=[CH:33][CH:32]=1)[C:25]1[CH:30]=[CH:29][CH:28]=[CH:27][CH:26]=1)=[O:22].[F:37][C:38]([F:51])([F:50])[S:39](O[S:39]([C:38]([F:51])([F:50])[F:37])(=[O:41])=[O:40])(=[O:41])=[O:40]. Product: [O:20]=[C:5]1[N:4]2[C@H:7]([S:8][CH:9]([NH:10][C:11]([CH3:13])=[O:12])[C:2]([O:1][S:39]([C:38]([F:51])([F:50])[F:37])(=[O:41])=[O:40])=[C:3]2[C:21]([O:23][CH:24]([C:31]2[CH:36]=[CH:35][CH:34]=[CH:33][CH:32]=2)[C:25]2[CH:26]=[CH:27][CH:28]=[CH:29][CH:30]=2)=[O:22])[C@@H:6]1[C:14]1[CH:15]=[CH:16][CH:17]=[CH:18][CH:19]=1. The catalyst class is: 4. (2) Reactant: [NH2:1][C@@H:2]([CH3:17])[C@@H:3]([C:5]1[CH:6]=[CH:7][C:8]([OH:16])=[C:9]([NH:11][S:12]([CH3:15])(=[O:14])=[O:13])[CH:10]=1)[OH:4].[F:18][C:19]([F:33])([F:32])[C:20]1[CH:21]=[C:22]([CH:25]=[C:26]([C:28]([F:31])([F:30])[F:29])[CH:27]=1)[CH:23]=O.O. Product: [F:18][C:19]([F:32])([F:33])[C:20]1[CH:21]=[C:22]([CH:25]=[C:26]([C:28]([F:31])([F:29])[F:30])[CH:27]=1)[CH2:23][NH:1][C@@H:2]([CH3:17])[C@@H:3]([C:5]1[CH:6]=[CH:7][C:8]([OH:16])=[C:9]([NH:11][S:12]([CH3:15])(=[O:14])=[O:13])[CH:10]=1)[OH:4]. The catalyst class is: 5. (3) The catalyst class is: 2. Reactant: [I-:1].CC(C)(C)OC(=O)[NH:6][CH2:7][CH2:8][O:9][CH2:10][CH2:11][P+:12]([C:25]1[CH:30]=[CH:29][CH:28]=[CH:27][CH:26]=1)([C:19]1[CH:24]=[CH:23][CH:22]=[CH:21][CH:20]=1)[C:13]1[CH:18]=[CH:17][CH:16]=[CH:15][CH:14]=1.C(O)(C(F)(F)F)=O. Product: [I-:1].[NH2:6][CH2:7][CH2:8][O:9][CH2:10][CH2:11][P+:12]([C:25]1[CH:30]=[CH:29][CH:28]=[CH:27][CH:26]=1)([C:13]1[CH:14]=[CH:15][CH:16]=[CH:17][CH:18]=1)[C:19]1[CH:24]=[CH:23][CH:22]=[CH:21][CH:20]=1. (4) Reactant: C([Cl:4])(=O)C.[O:5]1[CH2:10][CH2:9][N:8]([CH2:11][CH2:12][O:13][C:14]2[CH:19]=[CH:18][C:17]([C:20]3[CH:21]=[CH:22][C:23]([CH2:26][C:27]([NH:29][CH2:30][C:31]4[CH:36]=[CH:35][CH:34]=[CH:33][CH:32]=4)=[O:28])=[N:24][CH:25]=3)=[CH:16][CH:15]=2)[CH2:7][CH2:6]1. Product: [ClH:4].[ClH:4].[ClH:4].[O:5]1[CH2:6][CH2:7][N:8]([CH2:11][CH2:12][O:13][C:14]2[CH:15]=[CH:16][C:17]([C:20]3[CH:21]=[CH:22][C:23]([CH2:26][C:27]([NH:29][CH2:30][C:31]4[CH:36]=[CH:35][CH:34]=[CH:33][CH:32]=4)=[O:28])=[N:24][CH:25]=3)=[CH:18][CH:19]=2)[CH2:9][CH2:10]1. The catalyst class is: 8. (5) Reactant: [OH:1][C:2]1[CH:9]=[CH:8][CH:7]=[C:6]([N+:10]([O-:12])=[O:11])[C:3]=1[C:4]#[N:5].C(N(CC)CC)C.[F:20][C:21]([F:34])([F:33])[S:22](O[S:22]([C:21]([F:34])([F:33])[F:20])(=[O:24])=[O:23])(=[O:24])=[O:23]. Product: [F:20][C:21]([F:34])([F:33])[S:22]([O:1][C:2]1[CH:9]=[CH:8][CH:7]=[C:6]([N+:10]([O-:12])=[O:11])[C:3]=1[C:4]#[N:5])(=[O:24])=[O:23]. The catalyst class is: 2. (6) Reactant: [CH3:1][C:2]1[CH:7]=[CH:6][CH:5]=[C:4]([CH3:8])[C:3]=1[C:9]#[C:10][Si](C(C)C)(C(C)C)C(C)C.[F-].C([N+](CCCC)(CCCC)CCCC)CCC.C(OCC)(=O)C. Product: [C:9]([C:3]1[C:4]([CH3:8])=[CH:5][CH:6]=[CH:7][C:2]=1[CH3:1])#[CH:10]. The catalyst class is: 1. (7) Reactant: CN1CCCC1=O.[CH3:8][C:9]1[N:14]=[C:13]([C:15]2[CH:16]=[N:17][N:18]([CH3:23])[C:19]=2[C:20]([OH:22])=O)[C:12]([CH3:24])=[CH:11][N:10]=1.Cl.[F:26][C:27]1[C:28]([NH2:42])=[CH:29][C:30]2[N:31]([N:33]=[C:34]([C:36]3[CH:41]=[CH:40][CH:39]=[CH:38][CH:37]=3)[N:35]=2)[CH:32]=1.C(N(C(C)C)CC)(C)C. Product: [CH3:8][C:9]1[N:14]=[C:13]([C:15]2[CH:16]=[N:17][N:18]([CH3:23])[C:19]=2[C:20]([NH:42][C:28]2[C:27]([F:26])=[CH:32][N:31]3[N:33]=[C:34]([C:36]4[CH:41]=[CH:40][CH:39]=[CH:38][CH:37]=4)[N:35]=[C:30]3[CH:29]=2)=[O:22])[C:12]([CH3:24])=[CH:11][N:10]=1. The catalyst class is: 6.